This data is from Full USPTO retrosynthesis dataset with 1.9M reactions from patents (1976-2016). The task is: Predict the reactants needed to synthesize the given product. (1) Given the product [CH3:24][C:21]1[CH:22]=[CH:23][C:18](/[N:17]=[C:8]2/[C:7](=[O:16])[N:6]([C:3]3[CH:4]=[CH:5][S:1][CH:2]=3)[C:14]3[C:9]/2=[CH:10][CH:11]=[CH:12][CH:13]=3)=[CH:19][CH:20]=1, predict the reactants needed to synthesize it. The reactants are: [S:1]1[CH:5]=[CH:4][C:3]([N:6]2[C:14]3[C:9](=[CH:10][CH:11]=[CH:12][CH:13]=3)[C:8](=O)[C:7]2=[O:16])=[CH:2]1.[NH2:17][C:18]1[CH:23]=[CH:22][C:21]([CH3:24])=[CH:20][CH:19]=1. (2) Given the product [CH2:1]([N:3]1[C:7]2=[N:8][C:9]([CH2:32][CH3:33])=[C:10]([CH2:19][NH:20][C:21]([C:23]3[CH:31]=[CH:30][CH:29]=[C:25]([C:26]([NH:58][CH2:59][C:60]4[CH:65]=[C:64]([C:66]5[CH:71]=[CH:70][CH:69]=[C:68]([CH2:72][OH:73])[CH:67]=5)[C:63]([F:74])=[CH:62][CH:61]=4)=[O:27])[CH:24]=3)=[O:22])[C:11]([NH:12][CH:13]3[CH2:18][CH2:17][O:16][CH2:15][CH2:14]3)=[C:6]2[CH:5]=[N:4]1)[CH3:2], predict the reactants needed to synthesize it. The reactants are: [CH2:1]([N:3]1[C:7]2=[N:8][C:9]([CH2:32][CH3:33])=[C:10]([CH2:19][NH:20][C:21]([C:23]3[CH:24]=[C:25]([CH:29]=[CH:30][CH:31]=3)[C:26](O)=[O:27])=[O:22])[C:11]([NH:12][CH:13]3[CH2:18][CH2:17][O:16][CH2:15][CH2:14]3)=[C:6]2[CH:5]=[N:4]1)[CH3:2].CN(C(ON1N=NC2C=CC=CC1=2)=[N+](C)C)C.F[P-](F)(F)(F)(F)F.[NH2:58][CH2:59][C:60]1[CH:61]=[CH:62][C:63]([F:74])=[C:64]([C:66]2[CH:71]=[CH:70][CH:69]=[C:68]([CH2:72][OH:73])[CH:67]=2)[CH:65]=1.C(N(CC)CC)C.